This data is from Full USPTO retrosynthesis dataset with 1.9M reactions from patents (1976-2016). The task is: Predict the reactants needed to synthesize the given product. (1) Given the product [ClH:1].[Cl:1][C:2]1[CH:7]=[CH:6][C:5]([CH2:8][C:9]2[C:18]3[C:13](=[CH:14][CH:15]=[CH:16][CH:17]=3)[C:12](=[O:19])[N:11]([CH2:20][C@H:21]3[CH2:25][CH2:24][CH2:23][N:22]3[CH2:26][CH2:27][NH:28][C:29](=[O:35])[CH2:30][CH2:31][CH2:32][O:33][CH3:34])[N:10]=2)=[CH:4][CH:3]=1, predict the reactants needed to synthesize it. The reactants are: [Cl:1][C:2]1[CH:7]=[CH:6][C:5]([CH2:8][C:9]2[C:18]3[C:13](=[CH:14][CH:15]=[CH:16][CH:17]=3)[C:12](=[O:19])[N:11]([CH2:20][C@H:21]3[CH2:25][CH2:24][CH2:23][N:22]3[CH2:26][CH2:27][NH:28][C:29](=[O:35])[CH2:30][CH2:31][CH2:32][O:33][CH3:34])[N:10]=2)=[CH:4][CH:3]=1.Cl. (2) Given the product [NH2:22][CH:19]1[CH2:20][CH2:21][N:16]([CH2:15][CH:13]2[C:12]3=[C:11]4[C:6](=[CH:5][CH:4]=[C:3]3[C:1]#[N:2])[CH:7]=[CH:8][C:9](=[O:30])[N:10]4[CH2:14]2)[CH2:17][CH2:18]1, predict the reactants needed to synthesize it. The reactants are: [C:1]([C:3]1[C:12]2[CH:13]([CH2:15][N:16]3[CH2:21][CH2:20][CH:19]([NH:22]C(=O)OC(C)(C)C)[CH2:18][CH2:17]3)[CH2:14][N:10]3[C:11]=2[C:6]([CH:7]=[CH:8][C:9]3=[O:30])=[CH:5][CH:4]=1)#[N:2].C(O)(C(F)(F)F)=O.CC[NH+](CC)CC.CC[NH+](CC)CC.C([O-])([O-])=O. (3) Given the product [CH3:23][O:24][C:25](=[O:46])[CH2:26][S:27][CH2:28][CH2:29][CH2:30][S:31][C@H:32]1[C:36](=[O:37])[CH2:35][C@@H:34]([O:38][Si:39]([C:42]([CH3:43])([CH3:45])[CH3:44])([CH3:41])[CH3:40])[C@@H:33]1/[CH:21]=[CH:20]/[C@@H:14]([O:13][Si:10]([C:6]([CH3:7])([CH3:9])[CH3:8])([CH3:11])[CH3:12])[CH2:15][CH2:16][CH2:17][CH2:18][CH3:19], predict the reactants needed to synthesize it. The reactants are: C([Li])(C)(C)C.[C:6]([Si:10]([O:13][C@H:14](/[CH:20]=[CH:21]/I)[CH2:15][CH2:16][CH2:17][CH2:18][CH3:19])([CH3:12])[CH3:11])([CH3:9])([CH3:8])[CH3:7].[CH3:23][O:24][C:25](=[O:46])[CH2:26][S:27][CH2:28][CH2:29][CH2:30][S:31][C:32]1[C:36](=[O:37])[CH2:35][C@@H:34]([O:38][Si:39]([C:42]([CH3:45])([CH3:44])[CH3:43])([CH3:41])[CH3:40])[CH:33]=1.[NH4+].[Cl-]. (4) Given the product [CH3:27][C:26]1[CH:2]=[C:1]([C:4]2[CH:5]=[CH:6][C:7]([C:10]3[O:14][C:13]([C:15]4[CH:16]=[C:17]([CH:22]=[CH:23][CH:24]=4)[C:18]([O:20][CH3:21])=[O:19])=[N:12][N:11]=3)=[CH:8][CH:9]=2)[CH:3]=[CH:30][CH:25]=1, predict the reactants needed to synthesize it. The reactants are: [CH:1]([C:4]1[CH:9]=[CH:8][C:7]([C:10]2[O:14][C:13]([C:15]3[CH:16]=[C:17]([CH:22]=[CH:23][CH:24]=3)[C:18]([O:20][CH3:21])=[O:19])=[N:12][N:11]=2)=[CH:6][CH:5]=1)([CH3:3])[CH3:2].[C:25]1(C)[CH:30]=CC=[C:27](B(O)O)[CH:26]=1.[F-].[K+].C(P(C(C)(C)C)C(C)(C)C)(C)(C)C. (5) Given the product [CH2:1]([O:8][C:9]([NH:11]/[C:12](=[CH:17]\[C:18]1[S:19][CH:20]=[C:21]([Br:59])[CH:22]=1)/[C:13]([O:15][CH3:16])=[O:14])=[O:10])[C:2]1[CH:3]=[CH:4][CH:5]=[CH:6][CH:7]=1, predict the reactants needed to synthesize it. The reactants are: [CH2:1]([O:8][C:9]([NH:11]/[C:12](=[CH:17]\[C:18]1[S:19][CH:20]=[CH:21][CH:22]=1)/[C:13]([O:15][CH3:16])=[O:14])=[O:10])[C:2]1[CH:7]=[CH:6][CH:5]=[CH:4][CH:3]=1.FC1C=C(CC(N[C@@H](C2C=CC=CC=2)C(N[C@H]2[C@@H](C3C=CC=CC=3)SCCNC2=O)=O)=O)C=C(F)C=1.[Br:59]C1C=C(C=O)SC=1. (6) Given the product [Cl:1][C:2]1[CH:3]=[C:4]2[C:8](=[C:9]([NH:11][CH:12]3[CH2:13][CH2:14][O:15][CH2:16][CH2:17]3)[CH:10]=1)[NH:7][C:6]([C:18]1[S:19][CH2:20][C@@H:21]([CH2:23][C:24]([NH:39][CH3:37])=[O:25])[N:22]=1)=[CH:5]2, predict the reactants needed to synthesize it. The reactants are: [Cl:1][C:2]1[CH:3]=[C:4]2[C:8](=[C:9]([NH:11][CH:12]3[CH2:17][CH2:16][O:15][CH2:14][CH2:13]3)[CH:10]=1)[NH:7][C:6]([C:18]1[S:19][CH2:20][C@@H:21]([CH2:23][C:24](O)=[O:25])[N:22]=1)=[CH:5]2.CN.C(Cl)CCl.C1C=CC2N(O)N=[N:39][C:37]=2C=1.C(=O)(O)[O-].[Na+].